Dataset: Reaction yield outcomes from USPTO patents with 853,638 reactions. Task: Predict the reaction yield, written as a fraction of the theoretical maximum amount of product (1.0 means a 100% yield; for example, 0.34 means a 34% yield). The reactants are [CH3:1][N:2]1[CH2:7][CH2:6][N:5]([CH2:8][C:9]2[CH:10]=[C:11]([NH:15]C(=O)OC(C)(C)C)[CH:12]=[CH:13][CH:14]=2)[CH2:4][CH2:3]1.[ClH:23]. The catalyst is O1CCOCC1. The product is [ClH:23].[ClH:23].[ClH:23].[CH3:1][N:2]1[CH2:7][CH2:6][N:5]([CH2:8][C:9]2[CH:10]=[C:11]([CH:12]=[CH:13][CH:14]=2)[NH2:15])[CH2:4][CH2:3]1. The yield is 0.900.